This data is from Reaction yield outcomes from USPTO patents with 853,638 reactions. The task is: Predict the reaction yield, written as a fraction of the theoretical maximum amount of product (1.0 means a 100% yield; for example, 0.34 means a 34% yield). The reactants are [C:1]([O:5][C:6]([N:8]([C:25]([O:27][C:28]([CH3:31])([CH3:30])[CH3:29])=[O:26])[C:9]1[CH:13]=[C:12]([C:14]2[CH:19]=[CH:18][C:17]([Cl:20])=[CH:16][CH:15]=2)[S:11][C:10]=1[C:21]([O:23]C)=[O:22])=[O:7])([CH3:4])([CH3:3])[CH3:2].[OH-].[Na+]. The catalyst is C1COCC1.CO. The product is [C:1]([O:5][C:6]([N:8]([C:25]([O:27][C:28]([CH3:31])([CH3:30])[CH3:29])=[O:26])[C:9]1[CH:13]=[C:12]([C:14]2[CH:19]=[CH:18][C:17]([Cl:20])=[CH:16][CH:15]=2)[S:11][C:10]=1[C:21]([OH:23])=[O:22])=[O:7])([CH3:4])([CH3:3])[CH3:2]. The yield is 0.660.